Dataset: Forward reaction prediction with 1.9M reactions from USPTO patents (1976-2016). Task: Predict the product of the given reaction. Given the reactants [F:1][C:2]([F:12])([F:11])[C:3]1[CH:10]=[CH:9][C:6]([CH:7]=O)=[CH:5][CH:4]=1.[NH2:13][C:14]1[S:15][C:16]([CH3:19])=[CH:17][N:18]=1.C([O:22][C:23](=O)[C:24]([OH:37])=[CH:25][C:26]([C:28]1[CH:33]=[CH:32][C:31]([CH:34]([CH3:36])[CH3:35])=[CH:30][CH:29]=1)=[O:27])C, predict the reaction product. The product is: [OH:37][C:24]1[C:23](=[O:22])[N:13]([C:14]2[S:15][C:16]([CH3:19])=[CH:17][N:18]=2)[CH:7]([C:6]2[CH:9]=[CH:10][C:3]([C:2]([F:12])([F:11])[F:1])=[CH:4][CH:5]=2)[C:25]=1[C:26](=[O:27])[C:28]1[CH:33]=[CH:32][C:31]([CH:34]([CH3:36])[CH3:35])=[CH:30][CH:29]=1.